This data is from Full USPTO retrosynthesis dataset with 1.9M reactions from patents (1976-2016). The task is: Predict the reactants needed to synthesize the given product. (1) Given the product [NH2:1][C:2]1[S:3][CH:4]=[C:5]2[C:10]=1[C:9](=[O:11])[N:8]([C:12]1[CH:17]=[CH:16][C:15]([Cl:18])=[CH:14][CH:13]=1)[N:7]=[C:6]2[C:19]([NH:25][NH2:26])=[O:21], predict the reactants needed to synthesize it. The reactants are: [NH2:1][C:2]1[S:3][CH:4]=[C:5]2[C:10]=1[C:9](=[O:11])[N:8]([C:12]1[CH:17]=[CH:16][C:15]([Cl:18])=[CH:14][CH:13]=1)[N:7]=[C:6]2[C:19]([O:21]CC)=O.O.[NH2:25][NH2:26]. (2) Given the product [Cl:34][C:31]1[CH:30]=[CH:29][C:28]([C:23]2[C:22]([CH2:21][O:20][C:17]3[CH:18]=[CH:19][C:14]([C:13]([NH:8][CH2:7][C:6]([F:10])([F:9])[F:5])=[O:12])=[CH:15][N:16]=3)=[C:26]([CH3:27])[O:25][N:24]=2)=[CH:33][CH:32]=1, predict the reactants needed to synthesize it. The reactants are: C[Al](C)C.[F:5][C:6]([F:10])([F:9])[CH2:7][NH2:8].C[O:12][C:13](=O)[C:14]1[CH:19]=[CH:18][C:17]([O:20][CH2:21][C:22]2[C:23]([C:28]3[CH:33]=[CH:32][C:31]([Cl:34])=[CH:30][CH:29]=3)=[N:24][O:25][C:26]=2[CH3:27])=[N:16][CH:15]=1.O.